Dataset: Full USPTO retrosynthesis dataset with 1.9M reactions from patents (1976-2016). Task: Predict the reactants needed to synthesize the given product. (1) Given the product [C:4]([O:3][C:1](=[O:2])[NH:8][C@@H:9]([C:14]([N:31]1[CH2:36][CH2:35][CH:34]([C:37]#[N:38])[CH2:33][CH2:32]1)=[O:16])[C:10]([CH3:11])([CH3:12])[CH3:13])([CH3:5])([CH3:6])[CH3:7], predict the reactants needed to synthesize it. The reactants are: [C:1]([NH:8][C@@H:9]([C:14]([OH:16])=O)[C:10]([CH3:13])([CH3:12])[CH3:11])([O:3][C:4]([CH3:7])([CH3:6])[CH3:5])=[O:2].C1C=CC2N(O)N=NC=2C=1.C(Cl)CCl.[NH:31]1[CH2:36][CH2:35][CH:34]([C:37]#[N:38])[CH2:33][CH2:32]1.C(N(CC)C(C)C)(C)C. (2) Given the product [CH2:1]([N:8]1[C:12]([C:13]2[CH:18]=[CH:17][C:16]([F:19])=[CH:15][C:14]=2[F:20])=[C:11]([C:30]2[CH:29]=[CH:28][C:27]([N+:40]([O-:42])=[O:41])=[C:26]([N:25]([CH:43]([CH:45]([CH3:47])[CH3:46])[CH3:44])[C:23]#[N:24])[CH:31]=2)[N:10]=[C:9]1[CH3:22])[C:2]1[CH:7]=[CH:6][CH:5]=[CH:4][CH:3]=1, predict the reactants needed to synthesize it. The reactants are: [CH2:1]([N:8]1[C:12]([C:13]2[CH:18]=[CH:17][C:16]([F:19])=[CH:15][C:14]=2[F:20])=[C:11](Br)[N:10]=[C:9]1[CH3:22])[C:2]1[CH:7]=[CH:6][CH:5]=[CH:4][CH:3]=1.[C:23]([N:25]([CH:43]([CH:45]([CH3:47])[CH3:46])[CH3:44])[C:26]1[CH:31]=[C:30](B2OCC(C)(C)CO2)[CH:29]=[CH:28][C:27]=1[N+:40]([O-:42])=[O:41])#[N:24]. (3) Given the product [Cl:15][C:10]1[CH:11]=[CH:12][C:13]2[C:14]3[C:2]([NH:81][C@@H:80]4[CH2:79][CH2:78][C:73]5([O:74][CH2:75][CH2:76][O:77]5)[CH2:72][C@H:71]4[CH3:70])=[N:3][CH:4]=[C:5]([C:16]#[N:17])[C:6]=3[NH:7][C:8]=2[CH:9]=1, predict the reactants needed to synthesize it. The reactants are: Cl[C:2]1[C:14]2[C:13]3[CH:12]=[CH:11][C:10]([Cl:15])=[CH:9][C:8]=3[NH:7][C:6]=2[C:5]([C:16]#[N:17])=[CH:4][N:3]=1.C1C=CC(P(C2C(C3C(P(C4C=CC=CC=4)C4C=CC=CC=4)=CC=C4C=3C=CC=C4)=C3C(C=CC=C3)=CC=2)C2C=CC=CC=2)=CC=1.CC([O-])(C)C.[Na+].[CH3:70][C@H:71]1[C@H:80]([NH2:81])[CH2:79][CH2:78][C:73]2([O:77][CH2:76][CH2:75][O:74]2)[CH2:72]1. (4) Given the product [CH2:1]([O:4][CH2:5][CH2:6][C@@H:7]([CH3:11])[C:8]([N:29]1[C@H:28]([CH:25]([CH3:27])[CH3:26])[C:32]([C:39]2[CH:40]=[CH:41][CH:42]=[CH:43][CH:44]=2)([C:33]2[CH:38]=[CH:37][CH:36]=[CH:35][CH:34]=2)[O:31][C:30]1=[O:45])=[O:10])[CH:2]=[CH2:3], predict the reactants needed to synthesize it. The reactants are: [CH2:1]([O:4][CH2:5][CH2:6][CH2:7][C:8]([OH:10])=O)[CH:2]=[CH2:3].[C:11](Cl)(=O)C(C)(C)C.C(N(CC)CC)C.[CH:25]([C@@H:28]1[C:32]([C:39]2[CH:44]=[CH:43][CH:42]=[CH:41][CH:40]=2)([C:33]2[CH:38]=[CH:37][CH:36]=[CH:35][CH:34]=2)[O:31][C:30](=[O:45])[NH:29]1)([CH3:27])[CH3:26].[Cl-].[Li+].[Cl-].[NH4+]. (5) Given the product [CH2:1]([C@H:8]1[CH2:9][N:10]([CH2:14][C:15]2[CH:20]=[CH:19][C:18]([C:21]3[CH:26]=[CH:25][CH:24]=[CH:23][C:22]=3[C:27]([F:30])([F:28])[F:29])=[CH:17][CH:16]=2)[CH2:11][CH2:12][N:13]1[C:31](=[O:33])[CH3:32])[C:2]1[CH:7]=[CH:6][CH:5]=[CH:4][CH:3]=1, predict the reactants needed to synthesize it. The reactants are: [CH2:1]([C@@H:8]1[NH:13][CH2:12][CH2:11][N:10]([CH2:14][C:15]2[CH:20]=[CH:19][C:18]([C:21]3[CH:26]=[CH:25][CH:24]=[CH:23][C:22]=3[C:27]([F:30])([F:29])[F:28])=[CH:17][CH:16]=2)[CH2:9]1)[C:2]1[CH:7]=[CH:6][CH:5]=[CH:4][CH:3]=1.[C:31](Cl)(=[O:33])[CH3:32].C(N(CC)C(C)C)(C)C. (6) Given the product [F:32][C:31]([F:34])([F:33])[C:29]([OH:35])=[O:30].[F:27][C:17]1[C:18]([O:22][C:23]([F:26])([F:24])[F:25])=[CH:19][CH:20]=[CH:21][C:16]=1[NH:15][C:14]([C@@H:13]1[CH2:12][C@@H:11]2[C@@H:9]([CH2:10]2)[NH:8]1)=[O:28], predict the reactants needed to synthesize it. The reactants are: C(OC([N:8]1[C@H:13]([C:14](=[O:28])[NH:15][C:16]2[CH:21]=[CH:20][CH:19]=[C:18]([O:22][C:23]([F:26])([F:25])[F:24])[C:17]=2[F:27])[CH2:12][C@@H:11]2[C@H:9]1[CH2:10]2)=O)(C)(C)C.[C:29]([OH:35])([C:31]([F:34])([F:33])[F:32])=[O:30]. (7) Given the product [C:26]([O:30][C:31]([N:33]1[CH2:38][CH2:37][CH:36]([C:39]([N:14]2[CH2:13][C@H:12]([N:10]([C:9]([O:8][C:5]3[CH:6]=[CH:7][C:2]([F:1])=[CH:3][CH:4]=3)=[O:25])[CH3:11])[C@@H:16]([C:17]3[CH:22]=[CH:21][C:20]([Cl:23])=[C:19]([Cl:24])[CH:18]=3)[CH2:15]2)=[O:40])[CH2:35][CH2:34]1)=[O:32])([CH3:29])([CH3:28])[CH3:27], predict the reactants needed to synthesize it. The reactants are: [F:1][C:2]1[CH:7]=[CH:6][C:5]([O:8][C:9](=[O:25])[N:10]([C@@H:12]2[C@@H:16]([C:17]3[CH:22]=[CH:21][C:20]([Cl:23])=[C:19]([Cl:24])[CH:18]=3)[CH2:15][NH:14][CH2:13]2)[CH3:11])=[CH:4][CH:3]=1.[C:26]([O:30][C:31]([N:33]1[CH2:38][CH2:37][CH:36]([C:39](O)=[O:40])[CH2:35][CH2:34]1)=[O:32])([CH3:29])([CH3:28])[CH3:27]. (8) The reactants are: [Cl:1][C:2]1[CH:3]=[CH:4][C:5]([O:12][CH3:13])=[C:6]([S:8](Cl)(=O)=O)[CH:7]=1.C1(P(C2C=CC=CC=2)C2C=CC=CC=2)C=CC=CC=1.O. Given the product [Cl:1][C:2]1[CH:3]=[CH:4][C:5]([O:12][CH3:13])=[C:6]([SH:8])[CH:7]=1, predict the reactants needed to synthesize it. (9) Given the product [C:1]1([C@@H:7]2[C@@H:8]([C:10]3[CH:15]=[CH:14][CH:13]=[CH:12][CH:11]=3)[O:9][C:22]3([CH2:21][CH2:20][CH2:19][CH:18]=[CH:17]3)[O:16]2)[CH:2]=[CH:3][CH:4]=[CH:5][CH:6]=1, predict the reactants needed to synthesize it. The reactants are: [C:1]1([C@@H:7]([OH:16])[C@@H:8]([C:10]2[CH:15]=[CH:14][CH:13]=[CH:12][CH:11]=2)[OH:9])[CH:6]=[CH:5][CH:4]=[CH:3][CH:2]=1.[C:17]1(=O)[CH2:22][CH2:21][CH2:20][CH:19]=[CH:18]1.C1C=CC=CC=1.O. (10) The reactants are: [C:1]1([C:7]2[N:8]([NH2:18])[C:9]([C:12]3[CH:17]=[CH:16][CH:15]=[CH:14][CH:13]=3)=[CH:10][CH:11]=2)[CH:6]=[CH:5][CH:4]=[CH:3][CH:2]=1.[CH3:19][C:20](=O)[C:21](=O)[CH3:22].[C:25]1([CH3:35])[CH:30]=[CH:29][C:28](S(O)(=O)=O)=[CH:27][CH:26]=1. Given the product [C:12]1([C:9]2[N:8]([N:18]=[C:20]([C:21](=[N:18][N:8]3[C:35]([C:25]4[CH:30]=[CH:29][CH:28]=[CH:27][CH:26]=4)=[CH:10][CH:11]=[C:7]3[C:1]3[CH:6]=[CH:5][CH:4]=[CH:3][CH:2]=3)[CH3:22])[CH3:19])[C:7]([C:1]3[CH:6]=[CH:5][CH:4]=[CH:3][CH:2]=3)=[CH:11][CH:10]=2)[CH:13]=[CH:14][CH:15]=[CH:16][CH:17]=1, predict the reactants needed to synthesize it.